Predict the reaction yield, written as a fraction of the theoretical maximum amount of product (1.0 means a 100% yield; for example, 0.34 means a 34% yield). From a dataset of Reaction yield outcomes from USPTO patents with 853,638 reactions. (1) The reactants are [CH3:1][O:2][C:3](=[O:15])[C:4]1[CH:13]=[C:12]([OH:14])[CH:11]=[C:6]([C:7]([O:9][CH3:10])=[O:8])[CH:5]=1.C(O)(=O)C. The catalyst is CO.[Rh]. The product is [CH3:10][O:9][C:7]([CH:6]1[CH2:11][CH:12]([OH:14])[CH2:13][CH:4]([C:3]([O:2][CH3:1])=[O:15])[CH2:5]1)=[O:8]. The yield is 0.830. (2) The catalyst is C(Cl)Cl.CN(C)C1C=CN=CC=1. The reactants are [C:1]([O:5][C:6]([N:8]([CH2:10][C:11]([OH:13])=[O:12])[CH3:9])=[O:7])([CH3:4])([CH3:3])[CH3:2].[N+:14]([C:17]1[CH:24]=[CH:23][C:20]([CH2:21]O)=[CH:19][CH:18]=1)([O-:16])=[O:15].CCN=C=NCCCN(C)C. The yield is 0.880. The product is [N+:14]([C:17]1[CH:24]=[CH:23][C:20]([CH2:21][O:12][C:11](=[O:13])[CH2:10][N:8]([C:6]([O:5][C:1]([CH3:4])([CH3:2])[CH3:3])=[O:7])[CH3:9])=[CH:19][CH:18]=1)([O-:16])=[O:15]. (3) The yield is 0.110. The product is [NH2:29][CH:28]([CH2:27][C:26]1[CH:33]=[CH:34][C:23]([C:2]2[CH:7]=[C:6]([O:8][CH:9]([C:14]3[CH:19]=[CH:18][CH:17]=[CH:16][CH:15]=3)[C:10]([F:13])([F:12])[F:11])[N:5]=[CH:4][N:3]=2)=[CH:24][CH:25]=1)[C:30]([OH:32])=[O:31]. The catalyst is O. The reactants are Cl[C:2]1[CH:7]=[C:6]([O:8][CH:9]([C:14]2[CH:19]=[CH:18][CH:17]=[CH:16][CH:15]=2)[C:10]([F:13])([F:12])[F:11])[N:5]=[CH:4][N:3]=1.B([C:23]1[CH:34]=[CH:33][C:26]([CH2:27][C@@H:28]([C:30]([OH:32])=[O:31])[NH2:29])=[CH:25][CH:24]=1)(O)O.C(#N)C.C(=O)([O-])[O-].[Na+].[Na+]. (4) The product is [C:1]([O:5][C:6]([N:8]1[CH2:9][CH2:10][N:11]([C:14]2[C:19]([CH:20]=[N:25][O:24][CH3:23])=[C:18]([NH2:22])[N:17]=[CH:16][N:15]=2)[CH2:12][CH2:13]1)=[O:7])([CH3:3])([CH3:4])[CH3:2]. The catalyst is CO. The yield is 0.746. The reactants are [C:1]([O:5][C:6]([N:8]1[CH2:13][CH2:12][N:11]([C:14]2[C:19]([CH:20]=O)=[C:18]([NH2:22])[N:17]=[CH:16][N:15]=2)[CH2:10][CH2:9]1)=[O:7])([CH3:4])([CH3:3])[CH3:2].[CH3:23][O:24][NH2:25].Cl.